This data is from Reaction yield outcomes from USPTO patents with 853,638 reactions. The task is: Predict the reaction yield, written as a fraction of the theoretical maximum amount of product (1.0 means a 100% yield; for example, 0.34 means a 34% yield). (1) The catalyst is C(OCC)(=O)C.[Pd]. The product is [OH:1][C:2]1[C:7]([NH2:8])=[CH:6][CH:5]=[C:4]([Cl:11])[C:3]=1[S:12]([NH2:15])(=[O:14])=[O:13]. The reactants are [OH:1][C:2]1[C:7]([N+:8]([O-])=O)=[CH:6][CH:5]=[C:4]([Cl:11])[C:3]=1[S:12]([NH2:15])(=[O:14])=[O:13]. The yield is 0.910. (2) The reactants are C(OC([NH:8][C@@H:9]([CH3:12])[CH2:10][OH:11])=O)(C)(C)C.[Cl:13][C:14]1[CH:15]=[C:16]([CH:21]=[CH:22][C:23]=1O)[C:17]([O:19][CH3:20])=[O:18].C1C=CC(P(C2C=CC=CC=2)C2C=CC=CC=2)=CC=1.N(C(OC(C)C)=O)=NC(OC(C)C)=O. The catalyst is C1COCC1. The product is [Cl:13][C:14]1[CH:15]=[C:16]([CH:21]=[CH:22][C:23]=1[O:11][CH2:10][C@@H:9]([NH2:8])[CH3:12])[C:17]([O:19][CH3:20])=[O:18]. The yield is 0.320. (3) The reactants are [C:1]([O:7][CH3:8])(=[O:6])[CH2:2][C:3]([CH3:5])=O.COC(OC)[N:12]([CH3:14])C.O.[NH2:18]N. The product is [CH3:5][C:3]1[C:2]([C:1]([O:7][CH3:8])=[O:6])=[CH:14][NH:12][N:18]=1. The catalyst is C(O)C. The yield is 0.610. (4) The reactants are COC1C([N+]([O-])=O)=CC=CC=1C=O.C1OCCOCCOCCOCCOCCOC1.[Cl-].COC[P+](C1C=CC=CC=1)(C1C=CC=CC=1)C1C=CC=CC=1.C(=O)([O-])[O-].[K+].[K+].[CH3:61][O:62][C:63]1[C:68]([N+:69]([O-:71])=[O:70])=[CH:67][CH:66]=[CH:65][C:64]=1/[CH:72]=[CH:73]/[O:74]C.COC1C([N+]([O-])=O)=CC=CC=1/C=C\OC.C(=O)([O-])[O-].[Na+].[Na+]. The catalyst is C1COCC1.Cl. The product is [CH3:61][O:62][C:63]1[C:68]([N+:69]([O-:71])=[O:70])=[CH:67][CH:66]=[CH:65][C:64]=1[CH2:72][CH:73]=[O:74]. The yield is 0.540. (5) The reactants are [CH:1]([C:3]1[O:7][C:6]([NH:8][C:9](=[O:15])[O:10][C:11]([CH3:14])([CH3:13])[CH3:12])=[N:5][N:4]=1)=O.[B-](OC(C)=O)(OC(C)=O)OC(C)=O.[Na+].[CH2:30]([O:37][C:38]1[CH:43]=[CH:42][C:41]([C@@H:44]2[CH2:46][C@H:45]2[NH2:47])=[CH:40][CH:39]=1)[C:31]1[CH:36]=[CH:35][CH:34]=[CH:33][CH:32]=1.[BH4-].[Na+]. The catalyst is ClC(Cl)C. The product is [CH2:30]([O:37][C:38]1[CH:39]=[CH:40][C:41]([C@@H:44]2[CH2:46][C@H:45]2[NH:47][CH2:1][C:3]2[O:7][C:6]([NH:8][C:9](=[O:15])[O:10][C:11]([CH3:12])([CH3:13])[CH3:14])=[N:5][N:4]=2)=[CH:42][CH:43]=1)[C:31]1[CH:32]=[CH:33][CH:34]=[CH:35][CH:36]=1. The yield is 0.153. (6) The reactants are [N+:1]([C:4]1[CH:45]=[CH:44][C:7]([O:8][CH2:9][C:10]([CH2:33][O:34][C:35]2[CH:40]=[CH:39][C:38]([N+:41]([O-])=O)=[CH:37][CH:36]=2)([CH2:22][O:23][C:24]2[CH:29]=[CH:28][C:27]([N+:30]([O-])=O)=[CH:26][CH:25]=2)[CH2:11][O:12][C:13]2[CH:18]=[CH:17][C:16]([N+:19]([O-])=O)=[CH:15][CH:14]=2)=[CH:6][CH:5]=1)([O-])=O.[H][H]. The catalyst is O1CCCC1.[Pd]. The product is [NH2:19][C:16]1[CH:15]=[CH:14][C:13]([O:12][CH2:11][C:10]([CH2:9][O:8][C:7]2[CH:6]=[CH:5][C:4]([NH2:1])=[CH:45][CH:44]=2)([CH2:22][O:23][C:24]2[CH:29]=[CH:28][C:27]([NH2:30])=[CH:26][CH:25]=2)[CH2:33][O:34][C:35]2[CH:36]=[CH:37][C:38]([NH2:41])=[CH:39][CH:40]=2)=[CH:18][CH:17]=1. The yield is 0.900. (7) The reactants are [OH:1][C:2]1([C:21]2[CH:26]=[CH:25][CH:24]=[CH:23][N:22]=2)[CH2:7][CH2:6][CH:5]([N:8]2[CH2:12][CH2:11][C@@H:10]([NH:13]C(=O)OC(C)(C)C)[CH2:9]2)[CH2:4][CH2:3]1.[ClH:27]. The catalyst is O1CCOCC1. The product is [ClH:27].[NH2:13][C@@H:10]1[CH2:11][CH2:12][N:8]([CH:5]2[CH2:6][CH2:7][C:2]([C:21]3[CH:26]=[CH:25][CH:24]=[CH:23][N:22]=3)([OH:1])[CH2:3][CH2:4]2)[CH2:9]1. The yield is 0.990.